Dataset: Catalyst prediction with 721,799 reactions and 888 catalyst types from USPTO. Task: Predict which catalyst facilitates the given reaction. (1) Reactant: [C:1]([O:5][C:6]([NH:8][C:9]1[N:10]=[CH:11][C:12]([CH:15]([C:23]#[N:24])[CH2:16][CH2:17][C:18](OCC)=[O:19])=[N:13][CH:14]=1)=[O:7])([CH3:4])([CH3:3])[CH3:2]. The catalyst class is: 470. Product: [O:19]=[C:18]1[NH:24][CH2:23][CH:15]([C:12]2[N:13]=[CH:14][C:9]([NH:8][C:6](=[O:7])[O:5][C:1]([CH3:4])([CH3:3])[CH3:2])=[N:10][CH:11]=2)[CH2:16][CH2:17]1. (2) Reactant: C([O:8][C:9]1[CH:10]=[CH:11][C:12]([C@@H:20]([OH:48])[CH2:21][NH:22][CH:23]([CH3:47])[CH2:24][C:25]2[CH:26]=[C:27]([NH:31][C:32]([NH:34][C:35]3[CH:40]=[CH:39][CH:38]=[CH:37][C:36]=3[C:41]3[CH:46]=[CH:45][CH:44]=[CH:43][CH:42]=3)=[O:33])[CH:28]=[CH:29][CH:30]=2)=[C:13]2[C:18]=1[NH:17][C:16](=[O:19])[CH:15]=[CH:14]2)C1C=CC=CC=1. Product: [C:36]1([C:41]2[CH:46]=[CH:45][CH:44]=[CH:43][CH:42]=2)[CH:37]=[CH:38][CH:39]=[CH:40][C:35]=1[NH:34][C:32]([NH:31][C:27]1[CH:28]=[CH:29][CH:30]=[C:25]([CH2:24][CH:23]([NH:22][CH2:21][C@H:20]([OH:48])[C:12]2[CH:11]=[CH:10][C:9]([OH:8])=[C:18]3[C:13]=2[CH:14]=[CH:15][C:16](=[O:19])[NH:17]3)[CH3:47])[CH:26]=1)=[O:33]. The catalyst class is: 45. (3) Reactant: [CH2:1]([S:4][C:5]1[CH:12]=[C:11]([C:13]2[C:14]([C:18]([F:21])([F:20])[F:19])=[N:15][NH:16][CH:17]=2)[CH:10]=[CH:9][C:6]=1[CH:7]=O)[CH2:2][CH3:3].C([SiH](CC)CC)C. The catalyst class is: 2. Product: [CH3:7][C:6]1[CH:9]=[CH:10][C:11]([C:13]2[C:14]([C:18]([F:21])([F:19])[F:20])=[N:15][NH:16][CH:17]=2)=[CH:12][C:5]=1[S:4][CH2:1][CH2:2][CH3:3]. (4) Reactant: [H-].[Na+].[CH2:3]([SH:5])[CH3:4].CS(O[CH2:11][C:12]1[CH:13]=[N:14][CH:15]=[C:16]([Br:18])[CH:17]=1)(=O)=O. Product: [Br:18][C:16]1[CH:15]=[N:14][CH:13]=[C:12]([CH2:11][S:5][CH2:3][CH3:4])[CH:17]=1. The catalyst class is: 9. (5) The catalyst class is: 59. Reactant: [C:1]1([CH2:7][C:8]([NH:10][C:11]2[CH:16]=[CH:15][C:14]([C:17]3[N:21]4[CH:22]=[CH:23][CH:24]=[C:25]([C:26](O)=[O:27])[C:20]4=[N:19][N:18]=3)=[CH:13][CH:12]=2)=[O:9])[CH:6]=[CH:5][CH:4]=[CH:3][CH:2]=1.C(Cl)CCl.C1C=CC2N(O)N=NC=2C=1.Cl.[NH2:44][C@@H:45]([CH2:48][CH3:49])[CH2:46][OH:47].C(N(CC)CC)C. Product: [OH:47][CH2:46][C@@H:45]([NH:44][C:26]([C:25]1[C:20]2[N:21]([C:17]([C:14]3[CH:15]=[CH:16][C:11]([NH:10][C:8](=[O:9])[CH2:7][C:1]4[CH:2]=[CH:3][CH:4]=[CH:5][CH:6]=4)=[CH:12][CH:13]=3)=[N:18][N:19]=2)[CH:22]=[CH:23][CH:24]=1)=[O:27])[CH2:48][CH3:49]. (6) The catalyst class is: 16. Reactant: C(OC([C:6]1[O:7][C:8]2[CH:19]=[C:18]([F:20])[CH:17]=[CH:16][C:9]=2[C:10]=1[C:11]([O:13][CH2:14][CH3:15])=[O:12])=O)C.[Cl-].[Na+].O. Product: [CH2:14]([O:13][C:11]([C:10]1[C:9]2[CH:16]=[CH:17][C:18]([F:20])=[CH:19][C:8]=2[O:7][CH:6]=1)=[O:12])[CH3:15]. (7) Reactant: Br[C:2]1[N:6]=[C:5]([CH:7]=[CH:8][C:9]2[N:19]=[C:12]3[N:13]=[C:14]([CH3:18])[CH:15]=[C:16]([CH3:17])[N:11]3[N:10]=2)[N:4]([CH3:20])[N:3]=1.[NH:21]1[CH2:24][CH2:23][CH2:22]1.C1(P(C2C=CC=CC=2)C2C3OC4C(=CC=CC=4P(C4C=CC=CC=4)C4C=CC=CC=4)C(C)(C)C=3C=CC=2)C=CC=CC=1.C1([O-])C=CC=CC=1.[Na+]. Product: [N:21]1([C:2]2[N:6]=[C:5]([CH:7]=[CH:8][C:9]3[N:19]=[C:12]4[N:13]=[C:14]([CH3:18])[CH:15]=[C:16]([CH3:17])[N:11]4[N:10]=3)[N:4]([CH3:20])[N:3]=2)[CH2:24][CH2:23][CH2:22]1. The catalyst class is: 12.